This data is from Full USPTO retrosynthesis dataset with 1.9M reactions from patents (1976-2016). The task is: Predict the reactants needed to synthesize the given product. (1) Given the product [P:1]([O:13][CH2:26][Cl:25])([O:3][C:4]([CH3:6])([CH3:7])[CH3:5])([O:8][C:9]([CH3:12])([CH3:11])[CH3:10])=[O:2], predict the reactants needed to synthesize it. The reactants are: [P:1]([O-:13])([O:8][C:9]([CH3:12])([CH3:11])[CH3:10])([O:3][C:4]([CH3:7])([CH3:6])[CH3:5])=[O:2].O.O.O.O.O.[OH-].C[N+](C)(C)C.[Cl:25][CH2:26]I. (2) Given the product [Br:40][CH2:18][C:15]1[CH:16]=[CH:17][C:12]([C:10]2[CH:9]=[C:4]([CH:3]=[C:2]([Cl:1])[N:11]=2)[C:5]([O:7][CH3:8])=[O:6])=[CH:13][CH:14]=1, predict the reactants needed to synthesize it. The reactants are: [Cl:1][C:2]1[CH:3]=[C:4]([CH:9]=[C:10]([C:12]2[CH:17]=[CH:16][C:15]([CH2:18]O)=[CH:14][CH:13]=2)[N:11]=1)[C:5]([O:7][CH3:8])=[O:6].C1(P(C2C=CC=CC=2)C2C=CC=CC=2)C=CC=CC=1.C(Br)(Br)(Br)[Br:40]. (3) Given the product [N:13]1([S:19]([C:22]2[CH:29]=[CH:28][C:25]([CH2:26][NH:27][C:10]([C:6]3[CH:7]=[CH:8][C:9]4[N:4]([CH:3]=[CH:2][N:1]=4)[N:5]=3)=[O:12])=[CH:24][CH:23]=2)(=[O:21])=[O:20])[CH2:14][CH2:15][CH2:16][CH2:17][CH2:18]1, predict the reactants needed to synthesize it. The reactants are: [N:1]1[CH:2]=[CH:3][N:4]2[C:9]=1[CH:8]=[CH:7][C:6]([C:10]([OH:12])=O)=[N:5]2.[N:13]1([S:19]([C:22]2[CH:29]=[CH:28][C:25]([CH2:26][NH2:27])=[CH:24][CH:23]=2)(=[O:21])=[O:20])[CH2:18][CH2:17][CH2:16][CH2:15][CH2:14]1.C1C=CC2N(O)N=NC=2C=1.CCN=C=NCCCN(C)C.CCN(C(C)C)C(C)C. (4) Given the product [NH:20]1[C:28]2[C:23](=[CH:24][C:25]([C:29]([O:31][CH2:12][CH2:11][CH2:10][CH2:9][C:8]([CH3:18])=[C:7]([F:6])[F:19])=[O:30])=[CH:26][CH:27]=2)[CH:22]=[CH:21]1, predict the reactants needed to synthesize it. The reactants are: CN(C)C=O.[F:6][C:7]([F:19])=[C:8]([CH3:18])[CH2:9][CH2:10][CH2:11][CH2:12]CS([O-])(=O)=O.[NH:20]1[C:28]2[C:23](=[CH:24][C:25]([C:29]([OH:31])=[O:30])=[CH:26][CH:27]=2)[CH:22]=[CH:21]1.C(=O)([O-])O.[Na+]. (5) Given the product [CH3:39][S:40]([O:27][CH:24]([C:7]1[CH:6]=[CH:5][C:4]2[C:9](=[CH:10][CH:11]=[C:12]([O:13][C@H:14]3[CH2:15][CH2:16][C@@H:17]([C:20]([F:22])([F:23])[F:21])[CH2:18][CH2:19]3)[C:3]=2[C:2]([F:28])([F:29])[F:1])[CH:8]=1)[CH2:25][CH3:26])(=[O:42])=[O:41], predict the reactants needed to synthesize it. The reactants are: [F:1][C:2]([F:29])([F:28])[C:3]1[C:12]([O:13][CH:14]2[CH2:19][CH2:18][CH:17]([C:20]([F:23])([F:22])[F:21])[CH2:16][CH2:15]2)=[CH:11][CH:10]=[C:9]2[C:4]=1[CH:5]=[CH:6][C:7]([CH:24]([OH:27])[CH2:25][CH3:26])=[CH:8]2.C(N(CC)C(C)C)(C)C.[CH3:39][S:40](Cl)(=[O:42])=[O:41]. (6) Given the product [C:1]([O:5][C:6](=[O:14])[N:7]([CH2:9][CH2:10][CH2:11][CH2:12][NH:13][CH2:22][C:19]1[C:18]([CH3:24])=[CH:17][C:16]([Cl:15])=[CH:21][N:20]=1)[CH3:8])([CH3:4])([CH3:2])[CH3:3], predict the reactants needed to synthesize it. The reactants are: [C:1]([O:5][C:6](=[O:14])[N:7]([CH2:9][CH2:10][CH2:11][CH2:12][NH2:13])[CH3:8])([CH3:4])([CH3:3])[CH3:2].[Cl:15][C:16]1[CH:17]=[C:18]([CH3:24])[C:19]([CH:22]=O)=[N:20][CH:21]=1. (7) Given the product [Si:38]([O:37][C:4]1[CH:3]=[C:2]([C:53]2[CH:58]=[CH:57][CH:56]=[C:55]([P:59](=[O:64])([O:62][CH3:63])[O:60][CH3:61])[CH:54]=2)[CH:7]=[CH:6][C:5]=1[C@@H:8]1[C@@H:9]([CH2:19][CH2:20][C@H:21]([O:29][Si:30]([C:33]([CH3:36])([CH3:35])[CH3:34])([CH3:32])[CH3:31])[C:22]2[CH:27]=[CH:26][C:25]([F:28])=[CH:24][CH:23]=2)[C:10](=[O:18])[N:11]1[C:12]1[CH:17]=[CH:16][CH:15]=[CH:14][CH:13]=1)([C:41]([CH3:44])([CH3:43])[CH3:42])([CH3:40])[CH3:39], predict the reactants needed to synthesize it. The reactants are: Br[C:2]1[CH:7]=[CH:6][C:5]([C@H:8]2[N:11]([C:12]3[CH:17]=[CH:16][CH:15]=[CH:14][CH:13]=3)[C:10](=[O:18])[C@@H:9]2[CH2:19][CH2:20][C@H:21]([O:29][Si:30]([C:33]([CH3:36])([CH3:35])[CH3:34])([CH3:32])[CH3:31])[C:22]2[CH:27]=[CH:26][C:25]([F:28])=[CH:24][CH:23]=2)=[C:4]([O:37][Si:38]([C:41]([CH3:44])([CH3:43])[CH3:42])([CH3:40])[CH3:39])[CH:3]=1.CC1(C)C(C)(C)OB([C:53]2[CH:54]=[C:55]([P:59](=[O:64])([O:62][CH3:63])[O:60][CH3:61])[CH:56]=[CH:57][CH:58]=2)O1.C(=O)([O-])[O-].[K+].[K+].